Dataset: NCI-60 drug combinations with 297,098 pairs across 59 cell lines. Task: Regression. Given two drug SMILES strings and cell line genomic features, predict the synergy score measuring deviation from expected non-interaction effect. (1) Drug 1: CS(=O)(=O)C1=CC(=C(C=C1)C(=O)NC2=CC(=C(C=C2)Cl)C3=CC=CC=N3)Cl. Drug 2: C1CCC(C1)C(CC#N)N2C=C(C=N2)C3=C4C=CNC4=NC=N3. Cell line: HT29. Synergy scores: CSS=0.0725, Synergy_ZIP=1.93, Synergy_Bliss=3.69, Synergy_Loewe=-3.68, Synergy_HSA=-2.21. (2) Drug 1: C1=CC(=C2C(=C1NCCNCCO)C(=O)C3=C(C=CC(=C3C2=O)O)O)NCCNCCO. Drug 2: C1C(C(OC1N2C=NC3=C2NC=NCC3O)CO)O. Cell line: HCT116. Synergy scores: CSS=35.1, Synergy_ZIP=-3.80, Synergy_Bliss=-7.50, Synergy_Loewe=-44.2, Synergy_HSA=-6.02. (3) Drug 1: CC1=C(C=C(C=C1)NC2=NC=CC(=N2)N(C)C3=CC4=NN(C(=C4C=C3)C)C)S(=O)(=O)N.Cl. Drug 2: C1=NC(=NC(=O)N1C2C(C(C(O2)CO)O)O)N. Cell line: SK-MEL-2. Synergy scores: CSS=7.84, Synergy_ZIP=-1.62, Synergy_Bliss=0.640, Synergy_Loewe=-19.2, Synergy_HSA=-2.98. (4) Drug 1: C1CN1P(=S)(N2CC2)N3CC3. Drug 2: CC1=C(N=C(N=C1N)C(CC(=O)N)NCC(C(=O)N)N)C(=O)NC(C(C2=CN=CN2)OC3C(C(C(C(O3)CO)O)O)OC4C(C(C(C(O4)CO)O)OC(=O)N)O)C(=O)NC(C)C(C(C)C(=O)NC(C(C)O)C(=O)NCCC5=NC(=CS5)C6=NC(=CS6)C(=O)NCCC[S+](C)C)O. Cell line: HCT-15. Synergy scores: CSS=30.4, Synergy_ZIP=-3.55, Synergy_Bliss=3.61, Synergy_Loewe=3.88, Synergy_HSA=5.27. (5) Drug 1: CC1C(C(CC(O1)OC2CC(OC(C2O)C)OC3=CC4=CC5=C(C(=O)C(C(C5)C(C(=O)C(C(C)O)O)OC)OC6CC(C(C(O6)C)O)OC7CC(C(C(O7)C)O)OC8CC(C(C(O8)C)O)(C)O)C(=C4C(=C3C)O)O)O)O. Drug 2: C1CNP(=O)(OC1)N(CCCl)CCCl. Cell line: MALME-3M. Synergy scores: CSS=55.6, Synergy_ZIP=0.701, Synergy_Bliss=1.15, Synergy_Loewe=-67.6, Synergy_HSA=0.191.